This data is from NCI-60 drug combinations with 297,098 pairs across 59 cell lines. The task is: Regression. Given two drug SMILES strings and cell line genomic features, predict the synergy score measuring deviation from expected non-interaction effect. (1) Drug 1: CC1=C(C(=CC=C1)Cl)NC(=O)C2=CN=C(S2)NC3=CC(=NC(=N3)C)N4CCN(CC4)CCO. Drug 2: C1CN(CCN1C(=O)CCBr)C(=O)CCBr. Cell line: HL-60(TB). Synergy scores: CSS=68.9, Synergy_ZIP=-3.33, Synergy_Bliss=-0.917, Synergy_Loewe=2.16, Synergy_HSA=2.20. (2) Drug 1: C1=CC(=CC=C1C#N)C(C2=CC=C(C=C2)C#N)N3C=NC=N3. Drug 2: CN(CC1=CN=C2C(=N1)C(=NC(=N2)N)N)C3=CC=C(C=C3)C(=O)NC(CCC(=O)O)C(=O)O. Cell line: OVCAR-5. Synergy scores: CSS=45.6, Synergy_ZIP=12.1, Synergy_Bliss=11.6, Synergy_Loewe=-27.0, Synergy_HSA=9.91. (3) Drug 1: C1=CC(=CC=C1C#N)C(C2=CC=C(C=C2)C#N)N3C=NC=N3. Drug 2: CC12CCC3C(C1CCC2OP(=O)(O)O)CCC4=C3C=CC(=C4)OC(=O)N(CCCl)CCCl.[Na+]. Cell line: SF-295. Synergy scores: CSS=-0.224, Synergy_ZIP=1.22, Synergy_Bliss=1.01, Synergy_Loewe=-3.02, Synergy_HSA=-3.69. (4) Drug 1: CCC(=C(C1=CC=CC=C1)C2=CC=C(C=C2)OCCN(C)C)C3=CC=CC=C3.C(C(=O)O)C(CC(=O)O)(C(=O)O)O. Drug 2: CC1=C(C=C(C=C1)NC(=O)C2=CC=C(C=C2)CN3CCN(CC3)C)NC4=NC=CC(=N4)C5=CN=CC=C5. Cell line: OVCAR-4. Synergy scores: CSS=3.10, Synergy_ZIP=-0.764, Synergy_Bliss=0.681, Synergy_Loewe=-0.213, Synergy_HSA=0.661.